From a dataset of Oral bioavailability binary classification data from Ma et al.. Regression/Classification. Given a drug SMILES string, predict its absorption, distribution, metabolism, or excretion properties. Task type varies by dataset: regression for continuous measurements (e.g., permeability, clearance, half-life) or binary classification for categorical outcomes (e.g., BBB penetration, CYP inhibition). Dataset: bioavailability_ma. The molecule is Nc1cc(-c2ccncc2)c[nH]c1=O. The result is 1 (high bioavailability).